The task is: Regression. Given a peptide amino acid sequence and an MHC pseudo amino acid sequence, predict their binding affinity value. This is MHC class II binding data.. This data is from Peptide-MHC class II binding affinity with 134,281 pairs from IEDB. (1) The peptide sequence is TTVTERIFRQYFEMG. The MHC is DRB1_0101 with pseudo-sequence DRB1_0101. The binding affinity (normalized) is 0.196. (2) The peptide sequence is NKFVSPKSVIGTFVA. The MHC is DRB1_0101 with pseudo-sequence DRB1_0101. The binding affinity (normalized) is 1.00. (3) The peptide sequence is LTKLAAAWGGSGSEA. The MHC is DRB1_1501 with pseudo-sequence DRB1_1501. The binding affinity (normalized) is 0.235. (4) The peptide sequence is GKIDFLNNYALFLSP. The MHC is HLA-DQA10301-DQB10302 with pseudo-sequence HLA-DQA10301-DQB10302. The binding affinity (normalized) is 0.838. (5) The peptide sequence is NNAHHVCWLEASMLL. The MHC is HLA-DQA10102-DQB10501 with pseudo-sequence HLA-DQA10102-DQB10501. The binding affinity (normalized) is 0. (6) The peptide sequence is AYGSFVRTVSLPVGA. The MHC is DRB1_0901 with pseudo-sequence DRB1_0901. The binding affinity (normalized) is 0.739. (7) The peptide sequence is MLINRFTMKHKKATY. The MHC is DRB1_1101 with pseudo-sequence DRB1_1101. The binding affinity (normalized) is 0.976.